From a dataset of Forward reaction prediction with 1.9M reactions from USPTO patents (1976-2016). Predict the product of the given reaction. (1) Given the reactants [O:1]=[C:2]([O:8][C@H:9]1[CH2:14][C@@H:13]2[C:15]([CH3:17])([CH3:16])[C@@:10]1(C)[CH2:11][CH2:12]2)[CH2:3][CH2:4][C:5]([OH:7])=[O:6].[CH:19]1[CH:24]=[CH:23][C:22]([CH:25](O)CNC2N=CC=CC=2)=[CH:21][CH:20]=1.Cl.[CH2:36](N(CC)CC)C, predict the reaction product. The product is: [C:5]([O:7][CH2:25][C:22]1[CH:23]=[CH:24][CH:19]=[CH:20][CH:21]=1)(=[O:6])[CH2:4][CH2:3][C:2]([O:8][CH:9]1[CH2:14][CH:13]([CH3:36])[CH:12]2[CH2:11][CH:10]1[C:15]2([CH3:16])[CH3:17])=[O:1]. (2) Given the reactants [CH3:1][NH:2][CH2:3][CH2:4][OH:5].Cl[C:7]1[C:20]2[C:19](=[O:21])[C:18]3[C:13](=[CH:14][CH:15]=[CH:16][C:17]=3Cl)[C:12](=[O:23])[C:11]=2[CH:10]=[CH:9][CH:8]=1, predict the reaction product. The product is: [OH:5][CH2:4][CH2:3][N:2]([CH3:1])[C:7]1[C:20]2[C:19](=[O:21])[C:18]3[C:13](=[CH:14][CH:15]=[CH:16][C:17]=3[N:2]([CH2:3][CH2:4][OH:5])[CH3:1])[C:12](=[O:23])[C:11]=2[CH:10]=[CH:9][CH:8]=1. (3) Given the reactants [Cl:1][C:2]1[CH:7]=[CH:6][C:5]([C:8]2[N:9]=[C:10]([NH2:14])[S:11][C:12]=2[CH3:13])=[CH:4][CH:3]=1.[CH3:15][O:16][CH2:17][CH2:18][Br:19], predict the reaction product. The product is: [BrH:19].[Cl:1][C:2]1[CH:3]=[CH:4][C:5]([C:8]2[N:9]([CH2:18][CH2:17][O:16][CH3:15])[C:10](=[NH:14])[S:11][C:12]=2[CH3:13])=[CH:6][CH:7]=1. (4) Given the reactants [OH:1][C@@:2]1([C:9]#[C:10][C:11]2[CH:12]=[C:13]([N:17]3[C:25]4[CH2:24][CH2:23][N:22]([CH2:26][C:27]([OH:30])([CH3:29])[CH3:28])[CH2:21][C:20]=4[C:19]([C:31]([O:33]CC)=O)=[N:18]3)[CH:14]=[CH:15][CH:16]=2)[CH2:6][CH2:5][N:4]([CH3:7])[C:3]1=[O:8].[NH3:36], predict the reaction product. The product is: [OH:1][C@@:2]1([C:9]#[C:10][C:11]2[CH:12]=[C:13]([N:17]3[C:25]4[CH2:24][CH2:23][N:22]([CH2:26][C:27]([OH:30])([CH3:28])[CH3:29])[CH2:21][C:20]=4[C:19]([C:31]([NH2:36])=[O:33])=[N:18]3)[CH:14]=[CH:15][CH:16]=2)[CH2:6][CH2:5][N:4]([CH3:7])[C:3]1=[O:8]. (5) Given the reactants [CH3:1][Si:2]([CH3:9])([CH3:8])N[Si:2]([CH3:9])([CH3:8])[CH3:1].[Br:10][CH2:11][CH2:12][CH2:13][OH:14].N, predict the reaction product. The product is: [CH3:1][Si:2]([CH3:9])([CH3:8])[O:14][CH2:13][CH2:12][CH2:11][Br:10]. (6) Given the reactants [CH2:1]([N:5]1[C:10]2[CH:11]=[C:12]([C:17]([O:19]C)=[O:18])[CH:13]=[C:14]([C:15]#[N:16])[C:9]=2[O:8][CH2:7][CH2:6]1)[CH2:2][CH2:3][CH3:4].[OH-].[K+], predict the reaction product. The product is: [CH2:1]([N:5]1[C:10]2[CH:11]=[C:12]([C:17]([OH:19])=[O:18])[CH:13]=[C:14]([C:15]#[N:16])[C:9]=2[O:8][CH2:7][CH2:6]1)[CH2:2][CH2:3][CH3:4].